Dataset: Reaction yield outcomes from USPTO patents with 853,638 reactions. Task: Predict the reaction yield, written as a fraction of the theoretical maximum amount of product (1.0 means a 100% yield; for example, 0.34 means a 34% yield). (1) The reactants are [Na].[CH3:2][C:3]1[CH:8]=[CH:7][C:6]([SH:9])=[CH:5][CH:4]=1.Br[C@@H:11]1[CH2:30][N:14]2[C:15](=[O:29])[N:16]([C:18]3[CH:23]=[CH:22][C:21]([O:24][C:25]([F:28])([F:27])[F:26])=[CH:20][CH:19]=3)[CH2:17][C@@H:13]2[CH2:12]1. No catalyst specified. The product is [C:3]1([CH3:2])[CH:8]=[CH:7][C:6]([S:9][C@H:11]2[CH2:30][N:14]3[C:15](=[O:29])[N:16]([C:18]4[CH:23]=[CH:22][C:21]([O:24][C:25]([F:28])([F:27])[F:26])=[CH:20][CH:19]=4)[CH2:17][C@@H:13]3[CH2:12]2)=[CH:5][CH:4]=1. The yield is 0.850. (2) The reactants are Br[C:2]1[CH:3]=[C:4]2[C:9](=[CH:10][CH:11]=1)[CH:8]=[N:7][CH:6]=[CH:5]2.[C:12]([Si:14]([CH3:17])([CH3:16])[CH3:15])#[CH:13]. The catalyst is CCN(CC)CC.Cl[Pd](Cl)([P](C1C=CC=CC=1)(C1C=CC=CC=1)C1C=CC=CC=1)[P](C1C=CC=CC=1)(C1C=CC=CC=1)C1C=CC=CC=1.[Cu]I. The product is [CH3:15][Si:14]([CH3:17])([CH3:16])[C:12]#[C:13][C:2]1[CH:3]=[C:4]2[C:9](=[CH:10][CH:11]=1)[CH:8]=[N:7][CH:6]=[CH:5]2. The yield is 1.00. (3) The reactants are F[C:2]1[CH:3]=[C:4]2[C:9](=[CH:10][N:11]=1)[N:8]=[CH:7][C:6]([C:12]#[N:13])=[C:5]2[NH:14][C:15]1[CH:20]=[CH:19][C:18]([O:21][C:22]2[CH:27]=[CH:26][CH:25]=[CH:24][CH:23]=2)=[CH:17][CH:16]=1.[CH3:28][N:29]([CH3:33])[CH2:30][CH2:31][O-:32].[Na+].O. The catalyst is O1CCCC1. The product is [CH3:28][N:29]([CH3:33])[CH2:30][CH2:31][O:32][C:2]1[CH:3]=[C:4]2[C:9](=[CH:10][N:11]=1)[N:8]=[CH:7][C:6]([C:12]#[N:13])=[C:5]2[NH:14][C:15]1[CH:20]=[CH:19][C:18]([O:21][C:22]2[CH:27]=[CH:26][CH:25]=[CH:24][CH:23]=2)=[CH:17][CH:16]=1. The yield is 0.850. (4) The reactants are [CH3:1][CH:2]1[CH2:10][C:9]2[C:4](=[CH:5][C:6]([CH3:12])=[CH:7][C:8]=2[Br:11])[C:3]1=[O:13].[BH4-].[Na+].Cl.[CH3:17]S(C)=O.[OH-].[K+].CI. The catalyst is C1COCC1.O.CO. The product is [CH3:17][O:13][CH:3]1[C:4]2[C:9](=[C:8]([Br:11])[CH:7]=[C:6]([CH3:12])[CH:5]=2)[CH2:10][CH:2]1[CH3:1]. The yield is 0.980.